This data is from Catalyst prediction with 721,799 reactions and 888 catalyst types from USPTO. The task is: Predict which catalyst facilitates the given reaction. (1) Reactant: [OH:1][N:2]=[C:3]([C:6]1[CH:18]=[CH:17][C:9]([O:10][CH2:11][C:12]([O:14][CH2:15][CH3:16])=[O:13])=[CH:8][CH:7]=1)[CH2:4][CH3:5].C(=O)([O-])[O-].[Cs+].[Cs+].[F:25][C:26]([F:36])([F:35])[C:27]1[CH:34]=[CH:33][C:30]([CH2:31]Br)=[CH:29][CH:28]=1. Product: [F:25][C:26]([F:35])([F:36])[C:27]1[CH:34]=[CH:33][C:30]([CH2:31][O:1][N:2]=[C:3]([C:6]2[CH:18]=[CH:17][C:9]([O:10][CH2:11][C:12]([O:14][CH2:15][CH3:16])=[O:13])=[CH:8][CH:7]=2)[CH2:4][CH3:5])=[CH:29][CH:28]=1. The catalyst class is: 3. (2) Reactant: [CH3:1][C:2]1[NH:7][C:6]([CH3:8])=[C:5]([C:9]([O:11][C:12]([CH2:15][N:16]([CH2:18][CH2:19][CH:20]([C:27]2[CH:28]=[CH:29][CH:30]=[CH:31][CH:32]=2)[C:21]2[CH:22]=[CH:23][CH:24]=[CH:25][CH:26]=2)[CH3:17])([CH3:14])[CH3:13])=[O:10])[CH:4]([C:33]2[CH:34]=[CH:35][CH:36]=[C:37]([N+:39]([O-:41])=[O:40])[CH:38]=2)[C:3]=1[C:42]([O:44][CH3:45])=[O:43].Cl.O. Product: [CH3:1][C:2]1[NH:7][C:6]([CH3:8])=[C:5]([C:9]([O:11][C:12]([CH2:15][N:16]([CH2:18][CH2:19][CH:20]([C:21]2[CH:22]=[CH:23][CH:24]=[CH:25][CH:26]=2)[C:27]2[CH:28]=[CH:29][CH:30]=[CH:31][CH:32]=2)[CH3:17])([CH3:13])[CH3:14])=[O:10])[CH:4]([C:33]2[CH:34]=[CH:35][CH:36]=[C:37]([N+:39]([O-:41])=[O:40])[CH:38]=2)[C:3]=1[C:42]([O:44][CH3:45])=[O:43]. The catalyst class is: 5. (3) Reactant: [CH3:1][O:2][C:3]1[CH:8]=[C:7]([N:9]2[CH2:14][CH2:13][O:12][CH2:11][CH2:10]2)[CH:6]=[C:5]([N+:15]([O-])=O)[C:4]=1[NH:18][C:19](=O)[CH3:20]. Product: [CH3:1][O:2][C:3]1[C:4]2[N:18]=[C:19]([CH3:20])[NH:15][C:5]=2[CH:6]=[C:7]([N:9]2[CH2:14][CH2:13][O:12][CH2:11][CH2:10]2)[CH:8]=1. The catalyst class is: 409. (4) Reactant: [C:1]([C:3]([C:6]1[CH:7]=[C:8]([CH:42]=[CH:43][CH:44]=1)[C:9]([NH:11][C:12]1[CH:13]=[CH:14][C:15]([CH3:41])=[C:16]([NH:18][C:19]2[C:28]3[C:23](=[CH:24][C:25]([O:29][CH2:30][CH2:31][CH2:32][NH:33]C(=O)OC(C)(C)C)=[CH:26][CH:27]=3)[N:22]=[CH:21][N:20]=2)[CH:17]=1)=[O:10])([CH3:5])[CH3:4])#[N:2].[ClH:45]. Product: [ClH:45].[NH2:33][CH2:32][CH2:31][CH2:30][O:29][C:25]1[CH:24]=[C:23]2[C:28]([C:19]([NH:18][C:16]3[CH:17]=[C:12]([NH:11][C:9](=[O:10])[C:8]4[CH:42]=[CH:43][CH:44]=[C:6]([C:3]([C:1]#[N:2])([CH3:5])[CH3:4])[CH:7]=4)[CH:13]=[CH:14][C:15]=3[CH3:41])=[N:20][CH:21]=[N:22]2)=[CH:27][CH:26]=1. The catalyst class is: 12. (5) Reactant: [Cl:1][C:2]1[CH:7]=[CH:6][CH:5]=[C:4]([NH:8][NH2:9])[N:3]=1.Cl.[N:11]([O-])=O.[Na+]. Product: [N:8]([C:4]1[CH:5]=[CH:6][CH:7]=[C:2]([Cl:1])[N:3]=1)=[N+:9]=[N-:11]. The catalyst class is: 6. (6) Reactant: [CH3:1][O:2][C:3]([C:5]1([C:8]2[CH:13]=[CH:12][C:11]([C:14]3[CH:19]=[CH:18][C:17]([C:20]4[N:21]=[CH:22][N:23]([CH3:28])[C:24]=4C(O)=O)=[CH:16][CH:15]=3)=[CH:10][CH:9]=2)[CH2:7][CH2:6]1)=[O:4].[CH3:29][C@@H:30]([OH:37])[C:31]1[CH:36]=[CH:35][CH:34]=[CH:33][CH:32]=1.C1(P(N=[N+]=[N-])(C2C=CC=CC=2)=[O:45])C=CC=CC=1.C([N:57]([CH2:60]C)CC)C. Product: [CH3:28][N:23]1[C:24]([NH:57][C:60]([O:37][C@@H:30]([C:31]2[CH:36]=[CH:35][CH:34]=[CH:33][CH:32]=2)[CH3:29])=[O:45])=[C:20]([C:17]2[CH:16]=[CH:15][C:14]([C:11]3[CH:10]=[CH:9][C:8]([C:5]4([C:3]([O:2][CH3:1])=[O:4])[CH2:6][CH2:7]4)=[CH:13][CH:12]=3)=[CH:19][CH:18]=2)[N:21]=[CH:22]1. The catalyst class is: 11. (7) Reactant: [F:1][C:2]([F:9])([F:8])[C:3]1[CH:7]=[CH:6][NH:5][N:4]=1.[CH2:10]=[O:11].C(N(CC)CC)C. Product: [F:1][C:2]([F:9])([F:8])[C:3]1[CH:7]=[CH:6][N:5]([CH2:10][OH:11])[N:4]=1. The catalyst class is: 21.